This data is from Catalyst prediction with 721,799 reactions and 888 catalyst types from USPTO. The task is: Predict which catalyst facilitates the given reaction. (1) Reactant: [OH-].[K+].C([O:5][C:6](=[O:28])[C:7]([CH3:27])([CH3:26])[CH2:8][CH2:9][CH2:10][CH2:11][CH:12]([OH:25])[CH2:13][CH2:14][CH2:15][CH2:16][C:17]([CH3:24])([CH3:23])[C:18]([O:20]CC)=[O:19])C. Product: [OH:25][CH:12]([CH2:13][CH2:14][CH2:15][CH2:16][C:17]([CH3:24])([CH3:23])[C:18]([OH:20])=[O:19])[CH2:11][CH2:10][CH2:9][CH2:8][C:7]([CH3:27])([CH3:26])[C:6]([OH:28])=[O:5]. The catalyst class is: 97. (2) Product: [CH3:7][N:8]1[CH2:9][CH2:10][N:11]([C:14]2[CH:15]=[CH:16][C:17]([C:18]([NH:45][C:42]3[NH:43][N:44]=[C:40]([CH2:32][CH2:33][C:34]4[CH:39]=[CH:38][CH:37]=[CH:36][CH:35]=4)[CH:41]=3)=[O:20])=[CH:21][CH:22]=2)[CH2:12][CH2:13]1. The catalyst class is: 2. Reactant: C(Cl)(=O)C(Cl)=O.[CH3:7][N:8]1[CH2:13][CH2:12][N:11]([C:14]2[CH:22]=[CH:21][C:17]([C:18]([OH:20])=O)=[CH:16][CH:15]=2)[CH2:10][CH2:9]1.CCN(C(C)C)C(C)C.[CH2:32]([C:40]1[CH:41]=[C:42]([NH2:45])[NH:43][N:44]=1)[CH2:33][C:34]1[CH:39]=[CH:38][CH:37]=[CH:36][CH:35]=1.